From a dataset of TCR-epitope binding with 47,182 pairs between 192 epitopes and 23,139 TCRs. Binary Classification. Given a T-cell receptor sequence (or CDR3 region) and an epitope sequence, predict whether binding occurs between them. (1) The epitope is NQKLIANQF. The TCR CDR3 sequence is CAISETSGENTGELFF. Result: 0 (the TCR does not bind to the epitope). (2) The epitope is FLPRVFSAV. The TCR CDR3 sequence is CSASGTAYQETQYF. Result: 1 (the TCR binds to the epitope). (3) The epitope is TPRVTGGGAM. The TCR CDR3 sequence is CASSSRDLGEYEQYF. Result: 1 (the TCR binds to the epitope). (4) Result: 1 (the TCR binds to the epitope). The epitope is MPASWVMRI. The TCR CDR3 sequence is CASSLEAGFNEQFF. (5) The epitope is LLDFVRFMGV. The TCR CDR3 sequence is CASSLSIGGAYGYTF. Result: 0 (the TCR does not bind to the epitope). (6) The epitope is IIKDYGKQM. The TCR CDR3 sequence is CASMGPIEAFF. Result: 0 (the TCR does not bind to the epitope). (7) The epitope is SSNVANYQK. The TCR CDR3 sequence is CASSGRLGLGTEAFF. Result: 0 (the TCR does not bind to the epitope). (8) The epitope is PKYVKQNTLKLAT. The TCR CDR3 sequence is CASSLASGSRYNEQFF. Result: 1 (the TCR binds to the epitope). (9) The epitope is LLDFVRFMGV. The TCR CDR3 sequence is CASSLGLAGVDEQYF. Result: 0 (the TCR does not bind to the epitope).